From a dataset of Forward reaction prediction with 1.9M reactions from USPTO patents (1976-2016). Predict the product of the given reaction. Given the reactants [NH2:1][CH:2]1[CH2:6][CH2:5][N:4]([C:7]([O:9][C:10]([CH3:13])([CH3:12])[CH3:11])=[O:8])[CH2:3]1.C(N(CC)CC)C.[CH3:21][S:22](Cl)(=[O:24])=[O:23], predict the reaction product. The product is: [C:10]([O:9][C:7]([N:4]1[CH2:5][CH2:6][CH:2]([NH:1][S:22]([CH3:21])(=[O:24])=[O:23])[CH2:3]1)=[O:8])([CH3:13])([CH3:12])[CH3:11].